Dataset: Full USPTO retrosynthesis dataset with 1.9M reactions from patents (1976-2016). Task: Predict the reactants needed to synthesize the given product. The reactants are: [CH3:1][O:2][C:3]1[CH:8]=[CH:7][C:6]([S:9][CH2:10][CH2:11][CH2:12][C:13]([OH:15])=O)=[CH:5][CH:4]=1.[F:16][C:17]1[CH:18]=[CH:19][C:20]([O:26][CH3:27])=[C:21]([CH:25]=1)[CH2:22][NH:23][CH3:24]. Given the product [F:16][C:17]1[CH:18]=[CH:19][C:20]([O:26][CH3:27])=[C:21]([CH:25]=1)[CH2:22][N:23]([CH3:24])[C:13](=[O:15])[CH2:12][CH2:11][CH2:10][S:9][C:6]1[CH:5]=[CH:4][C:3]([O:2][CH3:1])=[CH:8][CH:7]=1, predict the reactants needed to synthesize it.